Task: Predict the reaction yield, written as a fraction of the theoretical maximum amount of product (1.0 means a 100% yield; for example, 0.34 means a 34% yield).. Dataset: Reaction yield outcomes from USPTO patents with 853,638 reactions (1) The reactants are N[C:2]1[S:3][C:4]2[CH:10]=[C:9]([C:11]3[CH:12]=[C:13]([N:23]4[CH:28]=[CH:27][C:26](=[O:29])[NH:25][C:24]4=[O:30])[CH:14]=[C:15]([C:19]([CH3:22])([CH3:21])[CH3:20])[C:16]=3[O:17][CH3:18])[CH:8]=[CH:7][C:5]=2[N:6]=1.N(OCCC(C)C)=O. The catalyst is O1CCOCC1. The product is [S:3]1[C:4]2[CH:10]=[C:9]([C:11]3[CH:12]=[C:13]([N:23]4[CH:28]=[CH:27][C:26](=[O:29])[NH:25][C:24]4=[O:30])[CH:14]=[C:15]([C:19]([CH3:22])([CH3:21])[CH3:20])[C:16]=3[O:17][CH3:18])[CH:8]=[CH:7][C:5]=2[N:6]=[CH:2]1. The yield is 0.480. (2) The reactants are [CH3:1][N:2]([CH2:4][CH:5]1[CH2:17][CH2:16][C:8]2(OCC(C)(C)C[O:9]2)[CH2:7][C:6]1([C:19]1[CH:24]=[CH:23][CH:22]=[C:21]([O:25][CH3:26])[CH:20]=1)O)[CH3:3].[ClH:27].O.[OH-].[Na+]. The yield is 0.789. The product is [ClH:27].[CH3:3][N:2]([CH2:4][CH:5]1[CH2:17][CH2:16][C:8](=[O:9])[CH:7]=[C:6]1[C:19]1[CH:24]=[CH:23][CH:22]=[C:21]([O:25][CH3:26])[CH:20]=1)[CH3:1]. The catalyst is O1CCCC1.C(OCC)(=O)C. (3) The reactants are [F:1][C:2]1[CH:3]=[C:4]([C:8]2[N:13]=[C:12]([CH3:14])[C:11]([C:15]([OH:17])=O)=[CH:10][N:9]=2)[CH:5]=[CH:6][CH:7]=1.[CH3:18][O:19][C:20]1[CH:21]=[C:22]2[C:26](=[CH:27][CH:28]=1)[N:25]([NH2:29])[C:24]([CH3:30])=[CH:23]2.C[N+]1(C2N=C(OC)N=C(OC)N=2)CCOCC1.[Cl-]. The catalyst is CN(C=O)C. The product is [CH3:18][O:19][C:20]1[CH:21]=[C:22]2[C:26](=[CH:27][CH:28]=1)[N:25]([NH:29][C:15]([C:11]1[C:12]([CH3:14])=[N:13][C:8]([C:4]3[CH:5]=[CH:6][CH:7]=[C:2]([F:1])[CH:3]=3)=[N:9][CH:10]=1)=[O:17])[C:24]([CH3:30])=[CH:23]2. The yield is 0.150.